From a dataset of Retrosynthesis with 50K atom-mapped reactions and 10 reaction types from USPTO. Predict the reactants needed to synthesize the given product. (1) The reactants are: O=C(O)c1ccc([N+](=O)[O-])cc1Cl.c1ccc2c(c1)CCCCN2. Given the product O=C(c1ccc([N+](=O)[O-])cc1Cl)N1CCCCc2ccccc21, predict the reactants needed to synthesize it. (2) Given the product CCCC(=O)Oc1cc2oc(=O)c(C(=O)NCC(=O)O)cc2cc1Cl, predict the reactants needed to synthesize it. The reactants are: CCCC(=O)Oc1cc2oc(=O)c(C(=O)NCC(=O)OCc3ccccc3)cc2cc1Cl. (3) Given the product CCC(CC)(c1ccc(/C=C/C(O)(C(F)(F)F)C(F)(F)F)c(C)c1)c1ccc(-c2ccc(CC(=O)O)c(F)c2)c(C)c1, predict the reactants needed to synthesize it. The reactants are: CCC(CC)(c1ccc(/C=C/C(O)(C(F)(F)F)C(F)(F)F)c(C)c1)c1ccc(-c2ccc(CC(=O)OC)c(F)c2)c(C)c1. (4) Given the product COC(=O)c1cc(N)cc(-c2ccccc2)c1, predict the reactants needed to synthesize it. The reactants are: COC(=O)c1cc(N)cc(Br)c1.OB(O)c1ccccc1. (5) The reactants are: Cc1c(OCCOCc2ccccn2)ccnc1CSc1nc2ccccc2[nH]1.O=C([O-])O. Given the product Cc1c(OCCOCc2ccccn2)ccnc1CS(=O)c1nc2ccccc2[nH]1, predict the reactants needed to synthesize it. (6) Given the product CNCc1ccc(-c2nnc(-c3nc(-c4ccc(C(=O)N(C)C)cc4)cnc3N)o2)cc1, predict the reactants needed to synthesize it. The reactants are: CN.CN(C)C(=O)c1ccc(-c2cnc(N)c(-c3nnc(-c4ccc(CBr)cc4)o3)n2)cc1. (7) Given the product C[C@@H]1CCC(N2CC(F)(F)C(=O)N(C)c3cnc(Cl)nc32)C1, predict the reactants needed to synthesize it. The reactants are: CI.C[C@@H]1CCC(N2CC(F)(F)C(=O)Nc3cnc(Cl)nc32)C1.